This data is from Reaction yield outcomes from USPTO patents with 853,638 reactions. The task is: Predict the reaction yield, written as a fraction of the theoretical maximum amount of product (1.0 means a 100% yield; for example, 0.34 means a 34% yield). (1) The reactants are [CH3:1][C:2]([CH3:19])([CH2:17][OH:18])[CH2:3][CH2:4][CH2:5][CH2:6][S:7][CH2:8][CH2:9][CH2:10][CH2:11][C:12]([CH3:16])([CH3:15])[CH2:13][OH:14].[OH:20]O. The catalyst is C(O)(=O)C.O. The product is [CH3:1][C:2]([CH3:19])([CH2:17][OH:18])[CH2:3][CH2:4][CH2:5][CH2:6][S:7]([CH2:8][CH2:9][CH2:10][CH2:11][C:12]([CH3:15])([CH3:16])[CH2:13][OH:14])=[O:20]. The yield is 1.05. (2) The reactants are [N:1]12[CH2:8][CH2:7][CH:4]([CH2:5][CH2:6]1)[C@@H:3]([O:9][C:10](=[O:41])[NH:11][C:12]1[CH:17]=[C:16](/[CH:18]=[CH:19]/[CH2:20][CH2:21][N:22]3[C:26]4[CH:27]=[CH:28][C:29]([CH2:31][CH:32]=O)=[CH:30][C:25]=4[O:24][C:23]3=[O:34])[CH:15]=[CH:14][C:13]=1[C:35]1[CH:40]=[CH:39][CH:38]=[CH:37][CH:36]=1)[CH2:2]2.C(O)(=O)C.[NH2:46][CH2:47][C@@H:48]([C:57]1[CH:66]=[CH:65][C:64]([OH:67])=[C:63]2[C:58]=1[CH:59]=[CH:60][C:61](=[O:68])[NH:62]2)[O:49][Si:50]([C:53]([CH3:56])([CH3:55])[CH3:54])([CH3:52])[CH3:51].CO.[Na]. The catalyst is ClCCl.C(Cl)(Cl)Cl. The product is [N:1]12[CH2:8][CH2:7][CH:4]([CH2:5][CH2:6]1)[C@@H:3]([O:9][C:10](=[O:41])[NH:11][C:12]1[CH:17]=[C:16](/[CH:18]=[CH:19]/[CH2:20][CH2:21][N:22]3[C:26]4[CH:27]=[CH:28][C:29]([CH2:31][CH2:32][NH:46][CH2:47][C@H:48]([O:49][Si:50]([C:53]([CH3:56])([CH3:55])[CH3:54])([CH3:52])[CH3:51])[C:57]5[CH:66]=[CH:65][C:64]([OH:67])=[C:63]6[C:58]=5[CH:59]=[CH:60][C:61](=[O:68])[NH:62]6)=[CH:30][C:25]=4[O:24][C:23]3=[O:34])[CH:15]=[CH:14][C:13]=1[C:35]1[CH:36]=[CH:37][CH:38]=[CH:39][CH:40]=1)[CH2:2]2. The yield is 0.450. (3) The reactants are [CH2:1]([NH2:13])[CH2:2][CH2:3][CH2:4][CH2:5][CH2:6][CH2:7][CH2:8][CH2:9][CH2:10][CH2:11][CH3:12].[Li]CCCC.C([O:21][C:22]([C:24]1[CH:25]=[C:26]([C:35]2[CH:40]=[CH:39][CH:38]=[C:37]([Cl:41])[CH:36]=2)[C:27]([O:31][CH2:32][CH2:33][OH:34])=[C:28]([Br:30])[CH:29]=1)=O)C.CCOC(C)=O. The catalyst is C1COCC1. The product is [CH2:1]([NH:13][C:22]([C:24]1[CH:25]=[C:26]([C:35]2[CH:40]=[CH:39][CH:38]=[C:37]([Cl:41])[CH:36]=2)[C:27]([O:31][CH2:32][CH2:33][OH:34])=[C:28]([Br:30])[CH:29]=1)=[O:21])[CH2:2][CH2:3][CH2:4][CH2:5][CH2:6][CH2:7][CH2:8][CH2:9][CH2:10][CH2:11][CH3:12]. The yield is 0.800. (4) The reactants are [N+:1]([C:4]1[CH:9]=[CH:8][C:7]([C@H:10]2[CH2:16][N:15]([C:17]([O:19][C:20]([CH3:23])([CH3:22])[CH3:21])=[O:18])[CH2:14][CH2:13][CH2:12][O:11]2)=[CH:6][CH:5]=1)([O-])=O.[H][H]. The catalyst is CO.[Pd]. The product is [NH2:1][C:4]1[CH:9]=[CH:8][C:7]([C@H:10]2[CH2:16][N:15]([C:17]([O:19][C:20]([CH3:23])([CH3:22])[CH3:21])=[O:18])[CH2:14][CH2:13][CH2:12][O:11]2)=[CH:6][CH:5]=1. The yield is 0.880.